This data is from Peptide-MHC class II binding affinity with 134,281 pairs from IEDB. The task is: Regression. Given a peptide amino acid sequence and an MHC pseudo amino acid sequence, predict their binding affinity value. This is MHC class II binding data. (1) The peptide sequence is LQLIRLAASLQHYGL. The MHC is HLA-DQA10401-DQB10402 with pseudo-sequence HLA-DQA10401-DQB10402. The binding affinity (normalized) is 0.0774. (2) The peptide sequence is EKKYFAATQDEPLAA. The MHC is HLA-DPA10103-DPB10401 with pseudo-sequence HLA-DPA10103-DPB10401. The binding affinity (normalized) is 0.485.